Dataset: Full USPTO retrosynthesis dataset with 1.9M reactions from patents (1976-2016). Task: Predict the reactants needed to synthesize the given product. (1) Given the product [F:1][C:2]([F:7])([F:6])[C:3]([OH:5])=[O:4].[Cl:15][C:16]1[CH:17]=[N:18][C:19]2[NH:20][C:21]3[CH:22]=[CH:23][CH:24]=[C:25]([CH:45]=3)[CH2:26][CH2:27][C:28]3[CH:36]=[C:32]([NH:33][C:34]=1[N:35]=2)[CH:31]=[CH:30][C:29]=3[NH:37][C:38]([C@@H:40]1[CH2:44][CH2:43][N:42]([C:47]([NH:46][CH:49]2[CH2:53][CH2:52][CH2:51][CH2:50]2)=[O:48])[CH2:41]1)=[O:39], predict the reactants needed to synthesize it. The reactants are: [F:1][C:2]([F:7])([F:6])[C:3]([OH:5])=[O:4].FC(F)(F)C(O)=O.[Cl:15][C:16]1[CH:17]=[N:18][C:19]2[NH:20][C:21]3[CH:22]=[CH:23][CH:24]=[C:25]([CH:45]=3)[CH2:26][CH2:27][C:28]3[CH:36]=[C:32]([NH:33][C:34]=1[N:35]=2)[CH:31]=[CH:30][C:29]=3[NH:37][C:38]([C@@H:40]1[CH2:44][CH2:43][NH:42][CH2:41]1)=[O:39].[N:46]([CH:49]1[CH2:53][CH2:52][CH2:51][CH2:50]1)=[C:47]=[O:48]. (2) Given the product [F:30][C:31]([F:38])([F:37])[C:32]([NH:1][CH2:2][CH2:3][CH2:4][O:5][C@@H:6]1[C@H:10]([OH:11])[C@@H:9]([CH2:12][OH:13])[O:8][C@H:7]1[N:14]1[CH:21]=[C:20]([CH3:22])[C:18](=[O:19])[NH:17][C:15]1=[S:16])=[O:33], predict the reactants needed to synthesize it. The reactants are: [NH2:1][CH2:2][CH2:3][CH2:4][O:5][C@@H:6]1[C@H:10]([OH:11])[C@@H:9]([CH2:12][OH:13])[O:8][C@H:7]1[N:14]1[CH:21]=[C:20]([CH3:22])[C:18](=[O:19])[NH:17][C:15]1=[S:16].C(N(CC)CC)C.[F:30][C:31]([F:38])([F:37])[C:32](OCC)=[O:33]. (3) Given the product [N+:20]([C:17]1[N:16]=[CH:15][C:14]([N:11]2[CH2:10][CH2:9][NH:8][CH2:13][CH2:12]2)=[CH:19][CH:18]=1)([O-:22])=[O:21].[C:25]([OH:27])([C:24]([F:29])([F:28])[F:23])=[O:26], predict the reactants needed to synthesize it. The reactants are: C(OC([N:8]1[CH2:13][CH2:12][N:11]([C:14]2[CH:15]=[N:16][C:17]([N+:20]([O-:22])=[O:21])=[CH:18][CH:19]=2)[CH2:10][CH2:9]1)=O)(C)(C)C.[F:23][C:24]([F:29])([F:28])[C:25]([OH:27])=[O:26]. (4) Given the product [CH2:25]([O:24][C:22](=[O:23])[CH:21]([O:13][C:10]1[CH:9]=[CH:8][C:7]([CH:1]2[CH2:2][CH2:3][CH2:4][CH2:5][CH2:6]2)=[CH:12][CH:11]=1)[CH3:27])[CH3:26], predict the reactants needed to synthesize it. The reactants are: [CH:1]1([C:7]2[CH:12]=[CH:11][C:10]([OH:13])=[CH:9][CH:8]=2)[CH2:6][CH2:5][CH2:4][CH2:3][CH2:2]1.C([O-])([O-])=O.[Cs+].[Cs+].Br[CH:21]([CH3:27])[C:22]([O:24][CH2:25][CH3:26])=[O:23]. (5) Given the product [NH2:8][C:7]1[CH:6]=[CH:5][C:4]([OH:11])=[CH:3][C:2]=1[F:1], predict the reactants needed to synthesize it. The reactants are: [F:1][C:2]1[CH:3]=[C:4]([OH:11])[CH:5]=[CH:6][C:7]=1[N+:8]([O-])=O.O1CCCC1. (6) Given the product [CH3:1][O:2][C:3]1[CH:4]=[C:5]([NH:9][NH2:10])[CH:6]=[CH:7][CH:8]=1, predict the reactants needed to synthesize it. The reactants are: [CH3:1][O:2][C:3]1[CH:4]=[C:5]([N:9](C(OC(C)(C)C)=O)[NH2:10])[CH:6]=[CH:7][CH:8]=1.C(O)(C(F)(F)F)=O. (7) Given the product [S:1]1[CH:5]=[CH:4][CH:3]=[C:2]1[CH2:15][NH:18][C:9]1[S:8][CH2:14][C:12](=[O:13])[N:11]=1, predict the reactants needed to synthesize it. The reactants are: [S:1]1[CH:5]=[CH:4][CH:3]=[C:2]1NC.[S:8]1[CH2:14][C:12](=[O:13])[NH:11][C:9]1=S.[CH:15]([N:18](C(C)C)CC)(C)C. (8) Given the product [CH3:3][N:4]([CH3:17])[C:5]([C:7]1[CH:8]=[C:9]([CH:14]=[CH:15][N:16]=1)[C:10]([OH:12])=[O:11])=[O:6], predict the reactants needed to synthesize it. The reactants are: [OH-].[Na+].[CH3:3][N:4]([CH3:17])[C:5]([C:7]1[CH:8]=[C:9]([CH:14]=[CH:15][N:16]=1)[C:10]([O:12]C)=[O:11])=[O:6].Cl. (9) Given the product [Cl:1][C:2]1[CH:7]=[C:6]([N:8]2[CH2:12][CH2:11][CH2:10][CH2:9]2)[CH:5]=[CH:4][C:3]=1[CH2:13][N:14]1[CH2:15][CH2:16][NH:17][CH2:18][CH2:19]1, predict the reactants needed to synthesize it. The reactants are: [Cl:1][C:2]1[CH:7]=[C:6]([N:8]2[CH2:12][CH2:11][CH2:10][CH2:9]2)[CH:5]=[CH:4][C:3]=1[CH2:13][N:14]1[CH2:19][CH2:18][N:17](C(OC(C)(C)C)=O)[CH2:16][CH2:15]1.FC(F)(F)C(O)=O. (10) Given the product [CH2:20]([N:19]([CH2:22][CH3:23])[CH2:18][CH2:17][NH:16][C:14]([C:12]1[C:11]2[C:6](=[CH:7][CH:8]=[C:9]([I:24])[CH:10]=2)[N:5]=[C:4]([F:1])[CH:13]=1)=[O:15])[CH3:21], predict the reactants needed to synthesize it. The reactants are: [F-:1].[K+].Cl[C:4]1[CH:13]=[C:12]([C:14]([NH:16][CH2:17][CH2:18][N:19]([CH2:22][CH3:23])[CH2:20][CH3:21])=[O:15])[C:11]2[C:6](=[CH:7][CH:8]=[C:9]([I:24])[CH:10]=2)[N:5]=1.O.